This data is from Full USPTO retrosynthesis dataset with 1.9M reactions from patents (1976-2016). The task is: Predict the reactants needed to synthesize the given product. Given the product [N:1]1([CH2:6][C:7]2[CH:8]=[C:9]([CH:29]=[C:30]([Cl:32])[CH:31]=2)/[CH:10]=[CH:11]/[C:12]2[CH:17]=[CH:16][C:15]([N:18]3[CH2:19][CH2:20][N:21]([C:24]([C:26]4[CH:28]=[N:36][CH:35]=[CH:34][CH:27]=4)=[O:25])[CH2:22][CH2:23]3)=[CH:14][CH:13]=2)[CH:5]=[CH:4][N:3]=[CH:2]1, predict the reactants needed to synthesize it. The reactants are: [N:1]1([CH2:6][C:7]2[CH:8]=[C:9]([CH:29]=[C:30]([Cl:32])[CH:31]=2)/[CH:10]=[CH:11]/[C:12]2[CH:17]=[CH:16][C:15]([N:18]3[CH2:23][CH2:22][N:21]([C:24]([CH:26]4[CH2:28][CH2:27]4)=[O:25])[CH2:20][CH2:19]3)=[CH:14][CH:13]=2)[CH:5]=[CH:4][N:3]=[CH:2]1.C(Cl)(=O)[C:34]1C=CC=[N:36][CH:35]=1.C1(C(Cl)=O)CC1.